From a dataset of Forward reaction prediction with 1.9M reactions from USPTO patents (1976-2016). Predict the product of the given reaction. (1) Given the reactants [Cl:1][CH2:2][CH2:3][CH2:4][O:5][C:6]1[CH:7]=[C:8]([C:12]2[S:20][C:19]3[C:14](=[N:15][CH:16]=[CH:17][C:18]=3[O:21][C:22]3[CH:27]=[CH:26][C:25]([NH2:28])=[CH:24][C:23]=3[F:29])[CH:13]=2)[CH:9]=[CH:10][CH:11]=1.F[C:31]1[CH:59]=[C:58]([N+]([O-])=O)[CH:57]=[CH:56][C:32]=1[O:33][C:34]1C=CN=C2C=C(C3N=CN(COCC[Si](C)(C)C)C=3)SC=12.C1C=CC2N([OH:72])N=NC=2C=1.[CH2:73](Cl)[CH2:74]Cl.C[N:78]([CH:80]=[O:81])C, predict the reaction product. The product is: [Cl:1][CH2:2][CH2:3][CH2:4][O:5][C:6]1[CH:7]=[C:8]([C:12]2[S:20][C:19]3[C:14](=[N:15][CH:16]=[CH:17][C:18]=3[O:21][C:22]3[CH:27]=[CH:26][C:25]([NH:28][C:73](=[O:72])[CH2:74][C:80]([NH:78][C:31]4[CH:59]=[CH:58][CH:57]=[CH:56][C:32]=4[O:33][CH3:34])=[O:81])=[CH:24][C:23]=3[F:29])[CH:13]=2)[CH:9]=[CH:10][CH:11]=1. (2) Given the reactants [CH2:1]([C:3]1[C:4](=O)[NH:5][CH:6]=[C:7]([C:9]([O:11][CH3:12])=[O:10])[N:8]=1)[CH3:2].P(Cl)(Cl)([Cl:16])=O, predict the reaction product. The product is: [Cl:16][C:4]1[N:5]=[CH:6][C:7]([C:9]([O:11][CH3:12])=[O:10])=[N:8][C:3]=1[CH2:1][CH3:2].